Dataset: CYP1A2 inhibition data for predicting drug metabolism from PubChem BioAssay. Task: Regression/Classification. Given a drug SMILES string, predict its absorption, distribution, metabolism, or excretion properties. Task type varies by dataset: regression for continuous measurements (e.g., permeability, clearance, half-life) or binary classification for categorical outcomes (e.g., BBB penetration, CYP inhibition). Dataset: cyp1a2_veith. The drug is CCCCCCCCCCCCCC(=O)O[C@H]1[C@@H](C)[C@@]2(O)[C@@H](C=C(CO)C[C@]3(O)C(=O)C(C)=C[C@@H]23)[C@H]2C(C)(C)[C@@]12OC(C)=O. The result is 0 (non-inhibitor).